This data is from NCI-60 drug combinations with 297,098 pairs across 59 cell lines. The task is: Regression. Given two drug SMILES strings and cell line genomic features, predict the synergy score measuring deviation from expected non-interaction effect. (1) Drug 1: C1CN(CCN1C(=O)CCBr)C(=O)CCBr. Drug 2: CC1C(C(CC(O1)OC2CC(CC3=C2C(=C4C(=C3O)C(=O)C5=C(C4=O)C(=CC=C5)OC)O)(C(=O)CO)O)N)O.Cl. Cell line: SNB-19. Synergy scores: CSS=28.7, Synergy_ZIP=-10.4, Synergy_Bliss=-15.3, Synergy_Loewe=-11.0, Synergy_HSA=-9.58. (2) Drug 1: CNC(=O)C1=NC=CC(=C1)OC2=CC=C(C=C2)NC(=O)NC3=CC(=C(C=C3)Cl)C(F)(F)F. Drug 2: CC1CCCC2(C(O2)CC(NC(=O)CC(C(C(=O)C(C1O)C)(C)C)O)C(=CC3=CSC(=N3)C)C)C. Cell line: SK-MEL-2. Synergy scores: CSS=66.7, Synergy_ZIP=3.35, Synergy_Bliss=2.54, Synergy_Loewe=-9.45, Synergy_HSA=4.04. (3) Drug 1: CC1=C(C=C(C=C1)NC2=NC=CC(=N2)N(C)C3=CC4=NN(C(=C4C=C3)C)C)S(=O)(=O)N.Cl. Drug 2: C1=NC2=C(N=C(N=C2N1C3C(C(C(O3)CO)O)F)Cl)N. Cell line: U251. Synergy scores: CSS=18.1, Synergy_ZIP=-6.37, Synergy_Bliss=-2.70, Synergy_Loewe=-1.32, Synergy_HSA=-0.318. (4) Drug 1: CC1=C2C(C(=O)C3(C(CC4C(C3C(C(C2(C)C)(CC1OC(=O)C(C(C5=CC=CC=C5)NC(=O)OC(C)(C)C)O)O)OC(=O)C6=CC=CC=C6)(CO4)OC(=O)C)OC)C)OC. Drug 2: C1=C(C(=O)NC(=O)N1)F. Cell line: SK-OV-3. Synergy scores: CSS=44.6, Synergy_ZIP=-0.405, Synergy_Bliss=-0.486, Synergy_Loewe=-2.40, Synergy_HSA=5.02. (5) Drug 1: CN(CCCl)CCCl.Cl. Drug 2: N.N.Cl[Pt+2]Cl. Cell line: CCRF-CEM. Synergy scores: CSS=88.3, Synergy_ZIP=0.968, Synergy_Bliss=0.522, Synergy_Loewe=0.327, Synergy_HSA=3.98. (6) Synergy scores: CSS=-0.164, Synergy_ZIP=-6.23, Synergy_Bliss=-6.62, Synergy_Loewe=-35.9, Synergy_HSA=-8.58. Drug 2: CCC1=C2CN3C(=CC4=C(C3=O)COC(=O)C4(CC)O)C2=NC5=C1C=C(C=C5)O. Drug 1: CN1C(=O)N2C=NC(=C2N=N1)C(=O)N. Cell line: 786-0. (7) Drug 1: CN(C)N=NC1=C(NC=N1)C(=O)N. Drug 2: CCCCCOC(=O)NC1=NC(=O)N(C=C1F)C2C(C(C(O2)C)O)O. Cell line: M14. Synergy scores: CSS=-3.96, Synergy_ZIP=2.35, Synergy_Bliss=-1.41, Synergy_Loewe=-6.11, Synergy_HSA=-5.58. (8) Drug 2: CC=C1C(=O)NC(C(=O)OC2CC(=O)NC(C(=O)NC(CSSCCC=C2)C(=O)N1)C(C)C)C(C)C. Drug 1: CNC(=O)C1=CC=CC=C1SC2=CC3=C(C=C2)C(=NN3)C=CC4=CC=CC=N4. Cell line: RXF 393. Synergy scores: CSS=42.0, Synergy_ZIP=-3.26, Synergy_Bliss=-6.13, Synergy_Loewe=-75.1, Synergy_HSA=-5.63. (9) Cell line: HOP-62. Synergy scores: CSS=54.6, Synergy_ZIP=-6.59, Synergy_Bliss=-1.20, Synergy_Loewe=-5.89, Synergy_HSA=-0.297. Drug 2: C1C(C(OC1N2C=NC3=C(N=C(N=C32)Cl)N)CO)O. Drug 1: CN(CC1=CN=C2C(=N1)C(=NC(=N2)N)N)C3=CC=C(C=C3)C(=O)NC(CCC(=O)O)C(=O)O. (10) Drug 1: CC(C)(C#N)C1=CC(=CC(=C1)CN2C=NC=N2)C(C)(C)C#N. Drug 2: CC1CCCC2(C(O2)CC(NC(=O)CC(C(C(=O)C(C1O)C)(C)C)O)C(=CC3=CSC(=N3)C)C)C. Cell line: BT-549. Synergy scores: CSS=43.9, Synergy_ZIP=1.93, Synergy_Bliss=0.360, Synergy_Loewe=-13.3, Synergy_HSA=0.750.